Dataset: PAMPA (Parallel Artificial Membrane Permeability Assay) permeability data from NCATS. Task: Regression/Classification. Given a drug SMILES string, predict its absorption, distribution, metabolism, or excretion properties. Task type varies by dataset: regression for continuous measurements (e.g., permeability, clearance, half-life) or binary classification for categorical outcomes (e.g., BBB penetration, CYP inhibition). Dataset: pampa_ncats. The result is 0 (low-to-moderate permeability). The molecule is C1=CC=C2C(=C1)C(C(=O)N2)CC3=CC(=C(C(=C3)Cl)O)Cl.